Dataset: Full USPTO retrosynthesis dataset with 1.9M reactions from patents (1976-2016). Task: Predict the reactants needed to synthesize the given product. (1) Given the product [Cl:26][C:23]1[CH:24]=[CH:25][C:20]([CH:11]2[C:12]3[N:13]([C:33]4[C:28]([F:27])=[N:29][CH:30]=[CH:31][CH:32]=4)[N:14]=[C:15]([CH3:19])[C:16]=3[C:17](=[O:18])[N:10]2[C:4]2[CH:3]=[C:2]([CH3:37])[C:7](=[O:8])[N:6]([CH3:9])[CH:5]=2)=[CH:21][CH:22]=1, predict the reactants needed to synthesize it. The reactants are: Cl[C:2]1[C:7](=[O:8])[N:6]([CH3:9])[CH:5]=[C:4]([N:10]2[C:17](=[O:18])[C:16]3[C:12](=[N:13][NH:14][C:15]=3[CH3:19])[CH:11]2[C:20]2[CH:25]=[CH:24][C:23]([Cl:26])=[CH:22][CH:21]=2)[CH:3]=1.[F:27][C:28]1[C:33](B(O)O)=[CH:32][CH:31]=[CH:30][N:29]=1.[CH3:37]COC(C)=O.CO. (2) Given the product [Br:14][CH2:13][CH2:12][CH2:11][CH2:10][CH2:9][CH2:8][CH2:7][CH2:6][CH2:5][CH2:4][CH2:3][CH2:2][C:25]#[C:24][CH:23]([OH:22])[CH2:26][CH:27]([CH3:29])[CH3:28], predict the reactants needed to synthesize it. The reactants are: Br[CH2:2][CH2:3][CH2:4][CH2:5][CH2:6][CH2:7][CH2:8][CH2:9][CH2:10][CH2:11][CH2:12][CH2:13][Br:14].[Si]([O:22][CH:23]([CH2:26][CH:27]([CH3:29])[CH3:28])[C:24]#[CH:25])(C(C)(C)C)(C)C.O1CCCCC1OCCCC#C. (3) The reactants are: NC1SC2C=CC=CC=2C=1C(OCC)=O.ClC1C=C(Cl)C(Cl)=CC=1[N+]([O-])=O.[Cl:28][C:29]1[C:49]([Cl:50])=[CH:48][C:32]([NH:33][C:34]2[S:38][C:37]3[CH:39]=[CH:40][CH:41]=[CH:42][C:36]=3[C:35]=2[C:43]([O:45][CH2:46][CH3:47])=[O:44])=[C:31]([N+:51]([O-])=O)[CH:30]=1.Cl.[Sn](Cl)Cl. Given the product [NH2:51][C:31]1[CH:30]=[C:29]([Cl:28])[C:49]([Cl:50])=[CH:48][C:32]=1[NH:33][C:34]1[S:38][C:37]2[CH:39]=[CH:40][CH:41]=[CH:42][C:36]=2[C:35]=1[C:43]([O:45][CH2:46][CH3:47])=[O:44], predict the reactants needed to synthesize it. (4) Given the product [O:36]=[S:32]1(=[O:37])[CH2:33][CH2:34][CH2:35][N:31]1[C:26]1[CH:27]=[CH:28][CH:29]=[CH:30][C:25]=1[C:6]1[CH:5]=[CH:4][C:3]([C:17]2[CH:22]=[N:21][C:20]([NH2:23])=[N:19][CH:18]=2)=[C:2]([F:1])[CH:7]=1, predict the reactants needed to synthesize it. The reactants are: [F:1][C:2]1[CH:7]=[C:6](B2OC(C)(C)C(C)(C)O2)[CH:5]=[CH:4][C:3]=1[C:17]1[CH:18]=[N:19][C:20]([NH2:23])=[N:21][CH:22]=1.Br[C:25]1[CH:30]=[CH:29][CH:28]=[CH:27][C:26]=1[N:31]1[CH2:35][CH2:34][CH2:33][S:32]1(=[O:37])=[O:36]. (5) Given the product [CH3:1][C:2]1[CH:7]=[CH:6][C:5]([S:8]([N:11]2[C:21]3[C:22]4[N:13]([CH2:14][C:15](=[O:23])[N:16]([CH3:25])[C:17]=4[CH:18]=[CH:19][CH:20]=3)[C:12]2=[O:24])(=[O:10])=[O:9])=[CH:4][CH:3]=1, predict the reactants needed to synthesize it. The reactants are: [CH3:1][C:2]1[CH:7]=[CH:6][C:5]([S:8]([N:11]2[C:21]3[C:22]4[N:13]([CH2:14][C:15](=[O:23])[NH:16][C:17]=4[CH:18]=[CH:19][CH:20]=3)[C:12]2=[O:24])(=[O:10])=[O:9])=[CH:4][CH:3]=1.[C:25](=O)([O-])[O-].[K+].[K+].IC.O.